This data is from Forward reaction prediction with 1.9M reactions from USPTO patents (1976-2016). The task is: Predict the product of the given reaction. (1) Given the reactants [C:1](Cl)(=O)[C:2]([Cl:4])=[O:3].CN(C=O)C.[CH2:12]([C:17]1[CH:22]=[CH:21][C:20](/[C:23](/C)=[CH:24]/C(O)=O)=[CH:19][CH:18]=1)[CH2:13][CH2:14][CH2:15][CH3:16], predict the reaction product. The product is: [CH2:12]([C:17]1[CH:22]=[CH:21][C:20](/[C:23](/[CH3:24])=[CH:1]/[C:2]([Cl:4])=[O:3])=[CH:19][CH:18]=1)[CH2:13][CH2:14][CH2:15][CH3:16]. (2) Given the reactants [N:1]1([C:7]2[N:12]=[CH:11][C:10]([NH:13][C:14]([C:16]3[CH2:21][CH2:20][CH2:19][CH2:18][C:17]=3[C:22]3[CH:27]=[CH:26][C:25]([C:28]([F:31])([F:30])[F:29])=[CH:24][CH:23]=3)=[O:15])=[CH:9][CH:8]=2)[CH2:6][CH2:5][NH:4][CH2:3][CH2:2]1.Cl.[N:33]1[CH:38]=[CH:37][CH:36]=[CH:35][C:34]=1[CH2:39][C:40](O)=[O:41].ON1C2C=CC=CC=2N=N1.Cl.CN(C)CCCN=C=NCC, predict the reaction product. The product is: [N:33]1[CH:38]=[CH:37][CH:36]=[CH:35][C:34]=1[CH2:39][C:40]([N:4]1[CH2:5][CH2:6][N:1]([C:7]2[N:12]=[CH:11][C:10]([NH:13][C:14]([C:16]3[CH2:21][CH2:20][CH2:19][CH2:18][C:17]=3[C:22]3[CH:23]=[CH:24][C:25]([C:28]([F:31])([F:29])[F:30])=[CH:26][CH:27]=3)=[O:15])=[CH:9][CH:8]=2)[CH2:2][CH2:3]1)=[O:41]. (3) Given the reactants [C:1]([O:5][C:6]([O:8][C:9]1[CH:10]=[CH:11][C:12]([C@@H:20]([O:48][Si:49]([C:52]([CH3:55])([CH3:54])[CH3:53])([CH3:51])[CH3:50])[CH2:21][N:22]([CH2:30][CH2:31][CH2:32][CH2:33][CH2:34][CH2:35][O:36][CH2:37][CH2:38][C:39]2[CH:44]=[CH:43][C:42]([N+:45]([O-])=O)=[CH:41][CH:40]=2)[C:23](=[O:29])[O:24][C:25]([CH3:28])([CH3:27])[CH3:26])=[C:13]2[C:18]=1[NH:17][C:16](=[O:19])[CH:15]=[CH:14]2)=[O:7])([CH3:4])([CH3:3])[CH3:2].C.O.NN, predict the reaction product. The product is: [NH2:45][C:42]1[CH:41]=[CH:40][C:39]([CH2:38][CH2:37][O:36][CH2:35][CH2:34][CH2:33][CH2:32][CH2:31][CH2:30][N:22]([CH2:21][C@@H:20]([C:12]2[CH:11]=[CH:10][C:9]([O:8][C:6]([O:5][C:1]([CH3:4])([CH3:3])[CH3:2])=[O:7])=[C:18]3[C:13]=2[CH:14]=[CH:15][C:16](=[O:19])[NH:17]3)[O:48][Si:49]([C:52]([CH3:55])([CH3:54])[CH3:53])([CH3:51])[CH3:50])[C:23](=[O:29])[O:24][C:25]([CH3:28])([CH3:27])[CH3:26])=[CH:44][CH:43]=1. (4) Given the reactants [O:1]1[C@H:3]([C@@H:4]([O:11][C:12]2[CH:17]=[CH:16][CH:15]=[CH:14][C:13]=2[O:18][CH2:19][CH3:20])[C:5]2[CH:10]=[CH:9][CH:8]=[CH:7][CH:6]=2)[CH2:2]1.CO.[OH-].[NH4+:24].[Na+].[Cl-], predict the reaction product. The product is: [CH2:19]([O:18][C:13]1[CH:14]=[CH:15][CH:16]=[CH:17][C:12]=1[O:11][C@@H:4]([C:5]1[CH:10]=[CH:9][CH:8]=[CH:7][CH:6]=1)[C@@H:3]([OH:1])[CH2:2][NH2:24])[CH3:20]. (5) Given the reactants [CH3:1][N:2]1[C:10]2[CH:9]=[C:8]([N:11]3[CH:16]=[CH:15][C:14]([C:17]4[CH:18]=[N:19][C:20]([C:23]([F:26])([F:25])[F:24])=[CH:21][CH:22]=4)=[CH:13][C:12]3=[O:27])[CH:7]=[CH:6][C:5]=2[C:4]2[CH2:28][N:29](C(OC(C)(C)C)=O)[CH2:30][CH2:31][CH2:32][C:3]1=2.[ClH:40], predict the reaction product. The product is: [ClH:40].[CH3:1][N:2]1[C:10]2[CH:9]=[C:8]([N:11]3[CH:16]=[CH:15][C:14]([C:17]4[CH:18]=[N:19][C:20]([C:23]([F:24])([F:25])[F:26])=[CH:21][CH:22]=4)=[CH:13][C:12]3=[O:27])[CH:7]=[CH:6][C:5]=2[C:4]2[CH2:28][NH:29][CH2:30][CH2:31][CH2:32][C:3]1=2. (6) Given the reactants [NH2:1][C:2]1[C:3]2[N:4]([CH:28]=[CH:29][N:30]=2)[N:5]=[C:6]([C:8]2[C:9]([CH3:27])=[C:10]([NH:14][C:15](=[O:26])[C:16]3[CH:21]=[CH:20][C:19]([C:22]([CH3:25])([CH3:24])[CH3:23])=[CH:18][CH:17]=3)[CH:11]=[CH:12][CH:13]=2)[CH:7]=1.[CH:31]([N:34]([CH:37](C)C)CC)(C)[CH3:32].C(Cl)(Cl)=[O:41].C1(C)C=CC=CC=1, predict the reaction product. The product is: [C:22]([C:19]1[CH:20]=[CH:21][C:16]([C:15]([NH:14][C:10]2[CH:11]=[CH:12][CH:13]=[C:8]([C:6]3[CH:7]=[C:2]([NH:1][C:37]([NH:34][CH2:31][CH3:32])=[O:41])[C:3]4[N:4]([CH:28]=[CH:29][N:30]=4)[N:5]=3)[C:9]=2[CH3:27])=[O:26])=[CH:17][CH:18]=1)([CH3:25])([CH3:24])[CH3:23].